From a dataset of Forward reaction prediction with 1.9M reactions from USPTO patents (1976-2016). Predict the product of the given reaction. (1) Given the reactants [CH:1](O)([C:8]1[CH:13]=[CH:12][CH:11]=[CH:10][CH:9]=1)[C:2]1[CH:7]=[CH:6][CH:5]=[CH:4][CH:3]=1.C(#[N:17])C.[Cl:18][C:19]1[CH:25]=[C:24]([I:26])[CH:23]=[CH:22][C:20]=1N, predict the reaction product. The product is: [CH:1]([NH:17][C:23]1[CH:22]=[CH:20][C:19]([Cl:18])=[CH:25][C:24]=1[I:26])([C:8]1[CH:13]=[CH:12][CH:11]=[CH:10][CH:9]=1)[C:2]1[CH:7]=[CH:6][CH:5]=[CH:4][CH:3]=1. (2) Given the reactants [F:1][C:2]([F:35])([F:34])[C:3]([C:21]1[C:29]2[C:24](=[N:25][CH:26]=[CH:27][CH:28]=2)[N:23]([CH2:30][C:31](O)=[O:32])[CH:22]=1)([C:5]1[CH:6]=[C:7]2[C:11](=[CH:12][CH:13]=1)[N:10]([C:14]1[CH:19]=[CH:18][C:17]([F:20])=[CH:16][CH:15]=1)[N:9]=[CH:8]2)[OH:4].C1N=CN(C(N2C=NC=C2)=O)C=1.[CH3:48][S:49]([NH2:52])(=[O:51])=[O:50].[H-].[Na+], predict the reaction product. The product is: [F:1][C:2]([F:34])([F:35])[C:3]([C:21]1[C:29]2[C:24](=[N:25][CH:26]=[CH:27][CH:28]=2)[N:23]([CH2:30][C:31]([NH:52][S:49]([CH3:48])(=[O:51])=[O:50])=[O:32])[CH:22]=1)([C:5]1[CH:6]=[C:7]2[C:11](=[CH:12][CH:13]=1)[N:10]([C:14]1[CH:15]=[CH:16][C:17]([F:20])=[CH:18][CH:19]=1)[N:9]=[CH:8]2)[OH:4]. (3) The product is: [CH2:10]([O:9][C:3]1[C:4](=[O:5])[CH:6]=[CH:7][O:8][C:2]=1[CH3:1])[C:11]1[CH:16]=[CH:15][CH:14]=[CH:13][CH:12]=1. Given the reactants [CH3:1][C:2]1[O:8][CH:7]=[CH:6][C:4](=[O:5])[C:3]=1[OH:9].[CH2:10](Br)[C:11]1[CH:16]=[CH:15][CH:14]=[CH:13][CH:12]=1.C(=O)([O-])[O-].[K+].[K+], predict the reaction product. (4) The product is: [CH:1]1([CH2:4][C:5]2[N:10]3[N:11]=[CH:12][C:13]([N:19]4[CH2:20][CH2:21][CH:22]([C:25]5[C:30]([F:31])=[CH:29][CH:28]=[C:27]([F:32])[C:26]=5[O:33][CH3:34])[CH2:23][CH2:24]4)=[C:14]([C:15]([F:16])([F:18])[F:17])[C:9]3=[N:8][N:7]=2)[CH2:3][CH2:2]1. Given the reactants [CH:1]1([CH2:4][C:5]([NH:7][NH:8][C:9]2[N:10]=[N:11][CH:12]=[C:13]([N:19]3[CH2:24][CH2:23][CH:22]([C:25]4[C:30]([F:31])=[CH:29][CH:28]=[C:27]([F:32])[C:26]=4[O:33][CH3:34])[CH2:21][CH2:20]3)[C:14]=2[C:15]([F:18])([F:17])[F:16])=O)[CH2:3][CH2:2]1.P(Cl)(Cl)(Cl)=O, predict the reaction product.